From a dataset of Forward reaction prediction with 1.9M reactions from USPTO patents (1976-2016). Predict the product of the given reaction. (1) Given the reactants [O:1]1[C:6]2[CH:7]=[CH:8][C:9]([CH2:11][NH:12][CH:13]3[CH2:18][CH2:17][N:16]([CH2:19][CH2:20][N:21]4[C:30]5[C:25](=[C:26]([Br:31])[CH:27]=[CH:28][CH:29]=5)[CH:24]=[CH:23][C:22]4=[O:32])[CH2:15][CH2:14]3)=[CH:10][C:5]=2[O:4][CH2:3][CH2:2]1.[ClH:33].C(OCC)(=O)C, predict the reaction product. The product is: [ClH:33].[O:1]1[C:6]2[CH:7]=[CH:8][C:9]([CH2:11][NH:12][CH:13]3[CH2:18][CH2:17][N:16]([CH2:19][CH2:20][N:21]4[C:30]5[C:25](=[C:26]([Br:31])[CH:27]=[CH:28][CH:29]=5)[CH:24]=[CH:23][C:22]4=[O:32])[CH2:15][CH2:14]3)=[CH:10][C:5]=2[O:4][CH2:3][CH2:2]1. (2) Given the reactants C(NC(C)C)(C)C.C([Li])CCC.[C:13](#[N:15])[CH3:14].C(O[C:19](=O)[C:20]1C=CC=C[C:21]=1[F:26])C.[CH2:28]1[CH2:32][O:31][CH2:30][CH2:29]1, predict the reaction product. The product is: [F:26][C:21]1[CH:30]=[CH:29][C:28]([C:32](=[O:31])[CH2:14][C:13]#[N:15])=[CH:19][CH:20]=1. (3) Given the reactants [NH:1]1[CH2:5][CH2:4][CH2:3][CH2:2]1.Cl[C:7]1[C:12]([N+:13]([O-:15])=[O:14])=[CH:11][C:10]([N+:16]([O-:18])=[O:17])=[CH:9][N:8]=1, predict the reaction product. The product is: [N+:16]([C:10]1[C:9]([N:1]2[CH2:5][CH2:4][CH2:3][CH2:2]2)=[N:8][CH:7]=[C:12]([N+:13]([O-:15])=[O:14])[CH:11]=1)([O-:18])=[O:17]. (4) Given the reactants Cl[C:2]1[C:11]2[C:6](=[CH:7][C:8]([O:14][CH2:15][CH2:16][CH2:17][N:18]3[CH2:23][CH2:22][N:21]([CH3:24])[CH2:20][CH2:19]3)=[C:9]([O:12][CH3:13])[CH:10]=2)[N:5]=[CH:4][N:3]=1.[F:25][C:26]1[CH:34]=[C:33]2[C:29]([CH:30]=[CH:31][NH:32]2)=[CH:28][C:27]=1[OH:35].C(=O)([O-])[O-].[K+].[K+], predict the reaction product. The product is: [F:25][C:26]1[CH:34]=[C:33]2[C:29]([CH:30]=[CH:31][NH:32]2)=[CH:28][C:27]=1[O:35][C:2]1[C:11]2[C:6](=[CH:7][C:8]([O:14][CH2:15][CH2:16][CH2:17][N:18]3[CH2:23][CH2:22][N:21]([CH3:24])[CH2:20][CH2:19]3)=[C:9]([O:12][CH3:13])[CH:10]=2)[N:5]=[CH:4][N:3]=1.